This data is from Forward reaction prediction with 1.9M reactions from USPTO patents (1976-2016). The task is: Predict the product of the given reaction. (1) Given the reactants [CH2:1]([O:3][C:4](=[O:35])[C@H:5]([CH3:34])[CH2:6][C@H:7]([NH:21][C:22](=[O:33])[C:23]1[CH:28]=[C:27]([F:29])[C:26]([O:30]C)=[C:25]([F:32])[CH:24]=1)[CH2:8][C:9]1[CH:14]=[CH:13][C:12]([C:15]2[CH:20]=[CH:19][CH:18]=[CH:17][CH:16]=2)=[CH:11][CH:10]=1)[CH3:2].B(Br)(Br)Br, predict the reaction product. The product is: [CH2:1]([O:3][C:4](=[O:35])[C@H:5]([CH3:34])[CH2:6][C@H:7]([NH:21][C:22](=[O:33])[C:23]1[CH:24]=[C:25]([F:32])[C:26]([OH:30])=[C:27]([F:29])[CH:28]=1)[CH2:8][C:9]1[CH:10]=[CH:11][C:12]([C:15]2[CH:20]=[CH:19][CH:18]=[CH:17][CH:16]=2)=[CH:13][CH:14]=1)[CH3:2]. (2) Given the reactants [H-].[H-].[H-].[H-].[Li+].[Al+3].[OH:7][C@H:8]1[CH2:12][CH2:11][N:10]([C:13](=O)[C@@H:14]([NH:21][C:22](=O)OCC2C=CC=CC=2)[C:15]2[CH:20]=[CH:19][CH:18]=[CH:17][CH:16]=2)[CH2:9]1, predict the reaction product. The product is: [CH3:22][NH:21][C@@H:14]([C:15]1[CH:20]=[CH:19][CH:18]=[CH:17][CH:16]=1)[CH2:13][N:10]1[CH2:11][CH2:12][C@H:8]([OH:7])[CH2:9]1. (3) Given the reactants [NH:1]1[CH:5]=[C:4]([C:6]2[CH:11]=[C:10]([C:12]#[N:13])[CH:9]=[CH:8][N:7]=2)[N:3]=[CH:2]1.Cl.Cl[CH2:16][CH2:17][N:18]1[CH2:23][CH2:22][O:21][CH2:20][CH2:19]1, predict the reaction product. The product is: [N:18]1([CH2:17][CH2:16][N:1]2[CH:5]=[C:4]([C:6]3[CH:11]=[C:10]([C:12]#[N:13])[CH:9]=[CH:8][N:7]=3)[N:3]=[CH:2]2)[CH2:23][CH2:22][O:21][CH2:20][CH2:19]1. (4) Given the reactants [C:1]([O:4][CH2:5][C@:6]1([CH2:27][O:28][CH2:29][C:30]2[CH:35]=[CH:34][CH:33]=[CH:32][CH:31]=2)[O:14][CH:9](OC(=O)C)[C@H:8]([O:15][C:16](=[O:18])[CH3:17])[C@@H:7]1[O:19][CH2:20][C:21]1[CH:26]=[CH:25][CH:24]=[CH:23][CH:22]=1)(=[O:3])[CH3:2].[NH:36]1[CH:43]=[CH:42][C:40](=[O:41])[NH:39][C:37]1=[O:38].C/C(/O[Si](C)(C)C)=N\[Si](C)(C)C.O([Si](C)(C)C)S(C(F)(F)F)(=O)=O, predict the reaction product. The product is: [C:16]([O:15][C@@H:8]1[C@H:7]([O:19][CH2:20][C:21]2[CH:26]=[CH:25][CH:24]=[CH:23][CH:22]=2)[C@@:6]([CH2:5][O:4][C:1](=[O:3])[CH3:2])([CH2:27][O:28][CH2:29][C:30]2[CH:31]=[CH:32][CH:33]=[CH:34][CH:35]=2)[O:14][C@H:9]1[N:36]1[CH:43]=[CH:42][C:40](=[O:41])[NH:39][C:37]1=[O:38])(=[O:18])[CH3:17].